From a dataset of Peptide-MHC class I binding affinity with 185,985 pairs from IEDB/IMGT. Regression. Given a peptide amino acid sequence and an MHC pseudo amino acid sequence, predict their binding affinity value. This is MHC class I binding data. (1) The peptide sequence is SSARYDVAL. The MHC is HLA-B39:01 with pseudo-sequence HLA-B39:01. The binding affinity (normalized) is 0.452. (2) The peptide sequence is AMGAASLTLTA. The MHC is Mamu-A11 with pseudo-sequence Mamu-A11. The binding affinity (normalized) is 0.348. (3) The peptide sequence is LTALGNYIYDR. The MHC is Mamu-A02 with pseudo-sequence Mamu-A02. The binding affinity (normalized) is 0.481. (4) The peptide sequence is YVPESDAAA. The MHC is Mamu-A01 with pseudo-sequence Mamu-A01. The binding affinity (normalized) is 0.323. (5) The peptide sequence is LLTQSNAGF. The MHC is HLA-B07:02 with pseudo-sequence HLA-B07:02. The binding affinity (normalized) is 0.0847. (6) The peptide sequence is YSDIPRLKK. The MHC is HLA-B07:02 with pseudo-sequence HLA-B07:02. The binding affinity (normalized) is 0.0847.